Dataset: Forward reaction prediction with 1.9M reactions from USPTO patents (1976-2016). Task: Predict the product of the given reaction. (1) Given the reactants CC1(C)C(C)(C)OB([C:9]2[CH2:14][CH2:13][N:12]([C:15]([O:17][C:18]([CH3:21])([CH3:20])[CH3:19])=[O:16])[CH2:11][CH:10]=2)O1.Br[C:24]1[CH:29]=[C:28]([C:30]([F:33])([F:32])[F:31])[CH:27]=[CH:26][C:25]=1[C:34]1[CH:43]=[CH:42][CH:41]=[C:40]2[C:35]=1[CH2:36][CH2:37][N:38]([S:44]([NH:47][C:48]1[S:52][N:51]=[CH:50][N:49]=1)(=[O:46])=[O:45])[CH2:39]2.P([O-])([O-])([O-])=O.[K+].[K+].[K+], predict the reaction product. The product is: [S:52]1[C:48]([NH:47][S:44]([N:38]2[CH2:37][CH2:36][C:35]3[C:40](=[CH:41][CH:42]=[CH:43][C:34]=3[C:25]3[CH:26]=[CH:27][C:28]([C:30]([F:33])([F:32])[F:31])=[CH:29][C:24]=3[C:9]3[CH2:14][CH2:13][N:12]([C:15]([O:17][C:18]([CH3:19])([CH3:20])[CH3:21])=[O:16])[CH2:11][CH:10]=3)[CH2:39]2)(=[O:46])=[O:45])=[N:49][CH:50]=[N:51]1. (2) Given the reactants [Cl:1][C:2]1[N:3]=[C:4]([Cl:11])[C:5]2[NH:10][CH:9]=[CH:8][C:6]=2[N:7]=1.[H-].[Na+].[CH3:14]I, predict the reaction product. The product is: [Cl:1][C:2]1[N:3]=[C:4]([Cl:11])[C:5]2[N:10]([CH3:14])[CH:9]=[CH:8][C:6]=2[N:7]=1. (3) Given the reactants [O:1]=[C:2]1[C:7]([CH2:8][C:9]2[CH:14]=[CH:13][C:12]([C:15]3[C:16]([C:21]#[N:22])=[CH:17][CH:18]=[CH:19][CH:20]=3)=[CH:11][CH:10]=2)=[C:6]([CH2:23][CH2:24][CH3:25])[N:5]2[N:26]=[CH:27][CH:28]=[C:4]2[N:3]1[C@H:29]1[CH2:34][CH2:33][C@H:32]([O:35][CH2:36][C:37](=[O:39])[CH3:38])[CH2:31][CH2:30]1.[CH:40]1([Mg]Br)[CH2:42][CH2:41]1.C(OCC)(=O)C, predict the reaction product. The product is: [CH:40]1([C:37]([OH:39])([CH3:38])[CH2:36][O:35][C@H:32]2[CH2:31][CH2:30][C@H:29]([N:3]3[C:2](=[O:1])[C:7]([CH2:8][C:9]4[CH:14]=[CH:13][C:12]([C:15]5[C:16]([C:21]#[N:22])=[CH:17][CH:18]=[CH:19][CH:20]=5)=[CH:11][CH:10]=4)=[C:6]([CH2:23][CH2:24][CH3:25])[N:5]4[N:26]=[CH:27][CH:28]=[C:4]34)[CH2:34][CH2:33]2)[CH2:42][CH2:41]1. (4) The product is: [NH2:47][C:14]1[C:15]2[C:10](=[CH:9][C:8]([C:6]([N:4]3[CH2:5][C:2]([F:1])([F:30])[CH2:3]3)=[O:7])=[CH:17][CH:16]=2)[C:11]([C:18]2[CH:19]=[CH:20][C:21]([C:24]3[CH:25]=[N:26][N:27]([CH3:29])[CH:28]=3)=[CH:22][CH:23]=2)=[CH:12][N:13]=1. Given the reactants [F:1][C:2]1([F:30])[CH2:5][N:4]([C:6]([C:8]2[CH:9]=[C:10]3[C:15](=[CH:16][CH:17]=2)[CH:14]=[N:13][CH:12]=[C:11]3[C:18]2[CH:23]=[CH:22][C:21]([C:24]3[CH:25]=[N:26][N:27]([CH3:29])[CH:28]=3)=[CH:20][CH:19]=2)=[O:7])[CH2:3]1.ClC1C=C(C=CC=1)C(OO)=O.C([O-])(O)=O.[Na+].[N:47]1C=CC=CC=1.C1(C)C=CC(S(Cl)(=O)=O)=CC=1.C(CN)O, predict the reaction product. (5) Given the reactants [Cl:1][C:2]1[C:7]([O:8][CH3:9])=[CH:6][C:5]([O:10][CH3:11])=[C:4]([Cl:12])[C:3]=1[C:13]1[N:18]=[C:17]2[NH:19][N:20]=[C:21](I)[C:16]2=[CH:15][N:14]=1.[CH3:23][N:24]1[CH2:33][CH2:32][C:31]2[C:26](=[CH:27][CH:28]=[C:29](B3OC(C)(C)C(C)(C)O3)[CH:30]=2)[C:25]1=[O:43], predict the reaction product. The product is: [Cl:1][C:2]1[C:7]([O:8][CH3:9])=[CH:6][C:5]([O:10][CH3:11])=[C:4]([Cl:12])[C:3]=1[C:13]1[N:18]=[C:17]2[NH:19][N:20]=[C:21]([C:29]3[CH:30]=[C:31]4[C:26](=[CH:27][CH:28]=3)[C:25](=[O:43])[N:24]([CH3:23])[CH2:33][CH2:32]4)[C:16]2=[CH:15][N:14]=1.